Dataset: Full USPTO retrosynthesis dataset with 1.9M reactions from patents (1976-2016). Task: Predict the reactants needed to synthesize the given product. (1) Given the product [CH2:22]([O:29][C:30]1[CH:31]=[CH:32][C:33]([CH2:34][N:12]2[CH:11]=[N:10][C:9]3[C:13]2=[N:14][C:6]([O:5][CH2:1][CH2:2][CH2:3][CH3:4])=[N:7][C:8]=3[NH2:15])=[CH:36][CH:37]=1)[C:23]1[CH:24]=[CH:25][CH:26]=[CH:27][CH:28]=1, predict the reactants needed to synthesize it. The reactants are: [CH2:1]([O:5][C:6]1[N:14]=[C:13]2[C:9]([NH:10][CH:11]=[N:12]2)=[C:8]([NH2:15])[N:7]=1)[CH2:2][CH2:3][CH3:4].C(=O)([O-])[O-].[K+].[K+].[CH2:22]([O:29][C:30]1[CH:37]=[CH:36][C:33]([CH2:34]Cl)=[CH:32][CH:31]=1)[C:23]1[CH:28]=[CH:27][CH:26]=[CH:25][CH:24]=1. (2) Given the product [C:37]([CH:35]([CH:33]([C:32]([OH:41])=[O:40])[OH:34])[OH:36])([OH:39])=[O:38].[CH3:31][N:2]([CH3:1])[C:3]([N:5]1[CH2:9][CH:8]2[CH2:10][C:11]([CH2:24][C:25]3[CH:26]=[CH:27][CH:28]=[CH:29][CH:30]=3)([NH:13][CH2:14][C:15]([N:17]3[CH2:21][CH2:20][CH2:19][C@H:18]3[C:22]#[N:23])=[O:16])[CH2:12][CH:7]2[CH2:6]1)=[O:4], predict the reactants needed to synthesize it. The reactants are: [CH3:1][N:2]([CH3:31])[C:3]([N:5]1[CH2:9][CH:8]2[CH2:10][C:11]([CH2:24][C:25]3[CH:30]=[CH:29][CH:28]=[CH:27][CH:26]=3)([NH:13][CH2:14][C:15]([N:17]3[CH2:21][CH2:20][CH2:19][C@H:18]3[C:22]#[N:23])=[O:16])[CH2:12][CH:7]2[CH2:6]1)=[O:4].[C:32]([OH:41])(=[O:40])[CH:33]([CH:35]([C:37]([OH:39])=[O:38])[OH:36])[OH:34].CCCCCC.